Dataset: Forward reaction prediction with 1.9M reactions from USPTO patents (1976-2016). Task: Predict the product of the given reaction. (1) Given the reactants C(O[C:4]([C:6]1[N:7]=[C:8]([C:15]2[C:20]([O:21][CH3:22])=[CH:19][CH:18]=[CH:17][C:16]=2[O:23][CH3:24])[N:9]([CH3:14])[C:10](=[O:13])[C:11]=1[OH:12])=[O:5])C.[CH3:25][C:26]1[CH:27]=[C:28]([CH:31]=[CH:32][C:33]=1[CH3:34])[CH2:29][NH2:30], predict the reaction product. The product is: [CH3:25][C:26]1[CH:27]=[C:28]([CH:31]=[CH:32][C:33]=1[CH3:34])[CH2:29][NH:30][C:4]([C:6]1[N:7]=[C:8]([C:15]2[C:16]([O:23][CH3:24])=[CH:17][CH:18]=[CH:19][C:20]=2[O:21][CH3:22])[N:9]([CH3:14])[C:10](=[O:13])[C:11]=1[OH:12])=[O:5]. (2) The product is: [NH2:24][CH:17]([C:15]1[CH:14]=[CH:13][C:5]([C:6]([O:8][C:9]([CH3:12])([CH3:11])[CH3:10])=[O:7])=[C:4]([N+:1]([O-:3])=[O:2])[CH:16]=1)[CH2:18][CH3:19]. Given the reactants [N+:1]([C:4]1[CH:16]=[C:15]([C:17](=O)[CH2:18][CH3:19])[CH:14]=[CH:13][C:5]=1[C:6]([O:8][C:9]([CH3:12])([CH3:11])[CH3:10])=[O:7])([O-:3])=[O:2].[BH4-].[Na+].O.[NH3:24], predict the reaction product.